Dataset: Full USPTO retrosynthesis dataset with 1.9M reactions from patents (1976-2016). Task: Predict the reactants needed to synthesize the given product. (1) Given the product [S:1]([OH:5])([OH:4])(=[O:3])=[O:2].[CH3:11][N:12]1[CH2:17][CH2:16][N:15]([C:8]([NH2:10])=[NH:9])[CH2:14][CH2:13]1, predict the reactants needed to synthesize it. The reactants are: [S:1]([OH:5])([OH:4])(=[O:3])=[O:2].CS[C:8](=[NH:10])[NH2:9].[CH3:11][N:12]1[CH2:17][CH2:16][NH:15][CH2:14][CH2:13]1. (2) Given the product [CH3:1][O:2][C:3]1[CH:8]=[C:7]([CH3:9])[N:6]=[C:18]([N:16]([CH3:15])[CH3:17])[N:4]=1, predict the reactants needed to synthesize it. The reactants are: [CH3:1][O:2][C:3]1[CH:8]=[C:7]([CH3:9])[N:6]=C(N)[N:4]=1.CI.[H-].[Na+].[CH3:15][N:16]([CH:18]=O)[CH3:17].